This data is from Catalyst prediction with 721,799 reactions and 888 catalyst types from USPTO. The task is: Predict which catalyst facilitates the given reaction. (1) Reactant: [Cl:1][C:2]1[C:10]2[C:6](=[CH:7][N:8]([C:11]3[CH:16]=[CH:15][C:14]([O:17][Si](C(C)C)(C(C)C)C(C)C)=[CH:13][CH:12]=3)[N:9]=2)[CH:5]=[CH:4][C:3]=1[O:28][CH2:29][CH:30]1[CH2:32][CH2:31]1.[F-].C([N+](CCCC)(CCCC)CCCC)CCC. Product: [Cl:1][C:2]1[C:10]2[C:6](=[CH:7][N:8]([C:11]3[CH:16]=[CH:15][C:14]([OH:17])=[CH:13][CH:12]=3)[N:9]=2)[CH:5]=[CH:4][C:3]=1[O:28][CH2:29][CH:30]1[CH2:31][CH2:32]1. The catalyst class is: 1. (2) Reactant: [CH2:1]([C:8]1[C:9]([CH:18]([N:22]2C(=O)C3C(=CC=CC=3)C2=O)[CH:19]([CH3:21])[CH3:20])=[N:10][C:11]2[C:16]([CH:17]=1)=[CH:15][CH:14]=[CH:13][CH:12]=2)[C:2]1[CH:7]=[CH:6][CH:5]=[CH:4][CH:3]=1.NN. The catalyst class is: 8. Product: [CH2:1]([C:8]1[C:9]([CH:18]([NH2:22])[CH:19]([CH3:20])[CH3:21])=[N:10][C:11]2[C:16]([CH:17]=1)=[CH:15][CH:14]=[CH:13][CH:12]=2)[C:2]1[CH:3]=[CH:4][CH:5]=[CH:6][CH:7]=1. (3) Reactant: N(C(OCCOC)=O)=NC(OCCOC)=O.[CH3:17][C:18]1[CH:23]=[C:22]([N+:24]([O-:26])=[O:25])[C:21]([CH3:27])=[CH:20][C:19]=1[OH:28].[CH:29]1([CH:32](O)[CH3:33])[CH2:31][CH2:30]1.C1(P(C2C=CC=CC=2)C2C=CC=CC=2)C=CC=CC=1.C(=O)(O)[O-].[Na+]. Product: [CH:29]1([CH:32]([O:28][C:19]2[CH:20]=[C:21]([CH3:27])[C:22]([N+:24]([O-:26])=[O:25])=[CH:23][C:18]=2[CH3:17])[CH3:33])[CH2:31][CH2:30]1. The catalyst class is: 11. (4) Reactant: [C:1]([O:5][C:6](=[O:19])[CH2:7][C@H:8]([CH2:12][C@H:13]([CH3:18])[CH2:14][CH2:15][CH2:16][CH3:17])[C:9](O)=[O:10])([CH3:4])([CH3:3])[CH3:2].CSC.B. Product: [C:1]([O:5][C:6](=[O:19])[CH2:7][C@@H:8]([CH2:9][OH:10])[CH2:12][C@H:13]([CH3:18])[CH2:14][CH2:15][CH2:16][CH3:17])([CH3:2])([CH3:4])[CH3:3]. The catalyst class is: 1.